From a dataset of Catalyst prediction with 721,799 reactions and 888 catalyst types from USPTO. Predict which catalyst facilitates the given reaction. (1) Reactant: [Br:1][C:2]1[CH:3]=[C:4]([C@@H:8]([N:10]2[CH2:15][CH2:14][C@@:13]([C:20]3[CH:25]=[CH:24][C:23]([F:26])=[CH:22][CH:21]=3)([CH2:16][CH2:17][CH2:18][OH:19])[O:12][C:11]2=[O:27])[CH3:9])[CH:5]=[CH:6][CH:7]=1.CCN(CC)CC.[CH3:35][S:36](Cl)(=[O:38])=[O:37]. Product: [CH3:35][S:36]([O:19][CH2:18][CH2:17][CH2:16][C@@:13]1([C:20]2[CH:21]=[CH:22][C:23]([F:26])=[CH:24][CH:25]=2)[O:12][C:11](=[O:27])[N:10]([C@H:8]([C:4]2[CH:5]=[CH:6][CH:7]=[C:2]([Br:1])[CH:3]=2)[CH3:9])[CH2:15][CH2:14]1)(=[O:38])=[O:37]. The catalyst class is: 2. (2) Reactant: [NH2:1][C:2]1[CH:3]=[C:4]([CH:10]=[C:11]([F:14])[C:12]=1[CH3:13])[C:5]([O:7][CH2:8][CH3:9])=[O:6].[CH2:15]([N:17](C(C)C)C(C)C)[CH3:16].BrCC#N. Product: [C:15]([CH2:16][NH:1][C:2]1[CH:3]=[C:4]([CH:10]=[C:11]([F:14])[C:12]=1[CH3:13])[C:5]([O:7][CH2:8][CH3:9])=[O:6])#[N:17]. The catalyst class is: 1. (3) Reactant: [CH2:1](Br)[C:2]1[CH:7]=[CH:6][CH:5]=[CH:4][CH:3]=1.C(=O)([O-])[O-].[K+].[K+].[NH:15]1[CH2:20][CH2:19][CH2:18][CH2:17][C@@H:16]1[CH2:21][OH:22]. Product: [CH2:1]([N:15]1[CH2:20][CH2:19][CH2:18][CH2:17][C@@H:16]1[CH2:21][OH:22])[C:2]1[CH:7]=[CH:6][CH:5]=[CH:4][CH:3]=1. The catalyst class is: 40. (4) Reactant: [N:1]1[CH:6]=[CH:5][CH:4]=[CH:3][N:2]=1.[C:7]([Li])([CH3:10])([CH3:9])C.O.[CH3:13]COCC. Product: [CH2:13]([C:6]1[N:1]=[N:2][CH:3]=[CH:4][CH:5]=1)[CH2:9][CH2:7][CH3:10]. The catalyst class is: 605. (5) Reactant: [CH3:1][C:2]1[N:3]=[CH:4][S:5][C:6]=1[C:7]([OH:9])=O.O1CCCC1.C(Cl)(=O)C(Cl)=O.[NH2:21][C:22]1[CH:23]=[C:24]([CH:41]=[CH:42][CH:43]=1)[O:25][C:26]1[CH:27]=[CH:28][C:29]2[N:30]([N:32]=[C:33]([NH:35][C:36]([CH:38]3[CH2:40][CH2:39]3)=[O:37])[N:34]=2)[CH:31]=1. Product: [CH:38]1([C:36]([NH:35][C:33]2[N:34]=[C:29]3[CH:28]=[CH:27][C:26]([O:25][C:24]4[CH:23]=[C:22]([NH:21][C:7]([C:6]5[S:5][CH:4]=[N:3][C:2]=5[CH3:1])=[O:9])[CH:43]=[CH:42][CH:41]=4)=[CH:31][N:30]3[N:32]=2)=[O:37])[CH2:39][CH2:40]1. The catalyst class is: 402. (6) Reactant: [CH3:1][CH2:2][N:3]=C=NCCCN(C)C.CCN(CC)CC.[C:19]12([C:29](=[O:41])[CH2:30][O:31][C:32]3[CH:40]=[CH:39][C:35]([C:36]([OH:38])=O)=[CH:34][CH:33]=3)[CH2:28][CH:23]3[CH2:24][CH:25]([CH2:27][CH:21]([CH2:22]3)[CH2:20]1)[CH2:26]2.C(N)C. Product: [C:19]12([C:29](=[O:41])[CH2:30][O:31][C:32]3[CH:40]=[CH:39][C:35]([C:36]([NH:3][CH2:2][CH3:1])=[O:38])=[CH:34][CH:33]=3)[CH2:28][CH:23]3[CH2:22][CH:21]([CH2:27][CH:25]([CH2:24]3)[CH2:26]1)[CH2:20]2. The catalyst class is: 79.